From a dataset of Catalyst prediction with 721,799 reactions and 888 catalyst types from USPTO. Predict which catalyst facilitates the given reaction. (1) Reactant: O=C1C2C(=CC=CC=2)C(=O)[N:3]1[CH2:12][C:13]1[CH:40]=[CH:39][CH:38]=[CH:37][C:14]=1[CH2:15][O:16][C:17]1[N:18]=[C:19]([S:35][CH3:36])[N:20]([C:24]2[CH:25]=[C:26]([CH:31]=[CH:32][C:33]=2[CH3:34])[C:27]([O:29][CH3:30])=[O:28])[C:21](=[O:23])[CH:22]=1.O.NN. Product: [NH2:3][CH2:12][C:13]1[CH:40]=[CH:39][CH:38]=[CH:37][C:14]=1[CH2:15][O:16][C:17]1[N:18]=[C:19]([S:35][CH3:36])[N:20]([C:24]2[CH:25]=[C:26]([CH:31]=[CH:32][C:33]=2[CH3:34])[C:27]([O:29][CH3:30])=[O:28])[C:21](=[O:23])[CH:22]=1. The catalyst class is: 8. (2) Reactant: [F:1][C:2]([F:22])([F:21])[C:3]1[CH:8]=[CH:7][C:6]([C:9]2[CH:14]=[CH:13][C:12]([CH:15]([OH:20])[CH2:16][CH2:17][CH2:18][CH3:19])=[CH:11][CH:10]=2)=[CH:5][CH:4]=1.P(CCCC)(CCCC)CCCC.O[C:37]1[CH:49]=[CH:48][C:40]([O:41][CH2:42][C:43]([O:45][CH2:46][CH3:47])=[O:44])=[C:39]([CH3:50])[CH:38]=1. Product: [CH3:50][C:39]1[CH:38]=[C:37]([O:20][CH:15]([C:12]2[CH:13]=[CH:14][C:9]([C:6]3[CH:5]=[CH:4][C:3]([C:2]([F:21])([F:22])[F:1])=[CH:8][CH:7]=3)=[CH:10][CH:11]=2)[CH2:16][CH2:17][CH2:18][CH3:19])[CH:49]=[CH:48][C:40]=1[O:41][CH2:42][C:43]([O:45][CH2:46][CH3:47])=[O:44]. The catalyst class is: 1. (3) Reactant: [OH-].[Na+].C([O:5][C:6]([C:8]1[C:12]([C:13](=[O:30])[NH:14][C:15]2[CH:20]=[CH:19][N:18]3[CH:21]=[C:22]([C:24]4[CH:29]=[CH:28][CH:27]=[CH:26][CH:25]=4)[N:23]=[C:17]3[N:16]=2)=[CH:11][N:10]([CH3:31])[N:9]=1)=[O:7])C.O.Cl. Product: [CH3:31][N:10]1[CH:11]=[C:12]([C:13](=[O:30])[NH:14][C:15]2[CH:20]=[CH:19][N:18]3[CH:21]=[C:22]([C:24]4[CH:29]=[CH:28][CH:27]=[CH:26][CH:25]=4)[N:23]=[C:17]3[N:16]=2)[C:8]([C:6]([OH:7])=[O:5])=[N:9]1. The catalyst class is: 36. (4) Reactant: [Cl:1][C:2]1[N:3]=[N:4][C:5]([Cl:17])=[CH:6][C:7]=1[N:8]1[CH2:13][CH2:12][N:11]([CH2:14][CH2:15][OH:16])[CH2:10][CH2:9]1.C(O[C:21](=O)[C:22]1[CH:27]=[CH:26][C:25](O)=[CH:24][CH:23]=1)C.C1(P(C2C=CC=CC=2)C2C=CC=CC=2)C=CC=CC=1.N([C:51]([O:53][CH2:54]C)=[O:52])=N[C:51]([O:53][CH2:54]C)=[O:52]. Product: [CH3:54][O:53][C:51](=[O:52])[CH2:21][C:22]1[CH:23]=[CH:24][C:25]([O:16][CH2:15][CH2:14][N:11]2[CH2:10][CH2:9][N:8]([C:7]3[CH:6]=[C:5]([Cl:17])[N:4]=[N:3][C:2]=3[Cl:1])[CH2:13][CH2:12]2)=[CH:26][CH:27]=1. The catalyst class is: 7. (5) Reactant: [C:1]([O:5][C:6](=[O:29])[NH:7][CH:8]([C:23]1[CH:28]=[CH:27][CH:26]=[CH:25][CH:24]=1)[C:9]1[CH:14]=[CH:13][CH:12]=[C:11]([O:15][CH2:16][CH:17]2[CH2:22][CH2:21][NH:20][CH2:19][CH2:18]2)[CH:10]=1)([CH3:4])([CH3:3])[CH3:2].[CH:30]([C:32]1[CH:48]=[CH:47][C:35]([C:36]([O:38][CH2:39][CH2:40][CH2:41][CH:42]2[O:46][CH2:45][CH2:44][O:43]2)=[O:37])=[CH:34][CH:33]=1)=O.C(O[BH-](OC(=O)C)OC(=O)C)(=O)C.[Na+]. Product: [C:1]([O:5][C:6]([NH:7][CH:8]([C:23]1[CH:28]=[CH:27][CH:26]=[CH:25][CH:24]=1)[C:9]1[CH:10]=[C:11]([CH:12]=[CH:13][CH:14]=1)[O:15][CH2:16][CH:17]1[CH2:18][CH2:19][N:20]([CH2:30][C:32]2[CH:33]=[CH:34][C:35]([C:36]([O:38][CH2:39][CH2:40][CH2:41][CH:42]3[O:43][CH2:44][CH2:45][O:46]3)=[O:37])=[CH:47][CH:48]=2)[CH2:21][CH2:22]1)=[O:29])([CH3:4])([CH3:2])[CH3:3]. The catalyst class is: 2. (6) Reactant: [Cl:1][C:2]1[CH:10]=[CH:9][C:5]([CH2:6][NH:7][CH3:8])=[CH:4][CH:3]=1.C(N(CC)C(C)C)(C)C.Cl[C:21]1[S:22][C:23]([CH:27]=[O:28])=[C:24]([Cl:26])[N:25]=1. Product: [Cl:26][C:24]1[N:25]=[C:21]([N:7]([CH2:6][C:5]2[CH:9]=[CH:10][C:2]([Cl:1])=[CH:3][CH:4]=2)[CH3:8])[S:22][C:23]=1[CH:27]=[O:28]. The catalyst class is: 7. (7) Reactant: [OH:1][C:2]([CH3:17])([CH3:16])[CH2:3][O:4][N:5]1[C:13](=[O:14])[C:12]2[C:7](=[CH:8][CH:9]=[CH:10][CH:11]=2)[C:6]1=[O:15].N1C(C)=CC=CC=1C.FC(F)(F)S(O[Si:32]([C:35]([CH3:38])([CH3:37])[CH3:36])([CH3:34])[CH3:33])(=O)=O. Product: [Si:32]([O:1][C:2]([CH3:17])([CH3:16])[CH2:3][O:4][N:5]1[C:6](=[O:15])[C:7]2[C:12](=[CH:11][CH:10]=[CH:9][CH:8]=2)[C:13]1=[O:14])([C:35]([CH3:38])([CH3:37])[CH3:36])([CH3:34])[CH3:33]. The catalyst class is: 34. (8) Reactant: [CH3:1][O:2][C:3]1[C:10]([O:11][CH3:12])=[CH:9][CH:8]=[CH:7][C:4]=1[CH2:5]Br.[H-].[Na+].[CH2:15]([CH:18]([C:21]#[N:22])[C:19]#[N:20])[CH:16]=[CH2:17].Cl. Product: [CH2:15]([C:18]([CH2:5][C:4]1[CH:7]=[CH:8][CH:9]=[C:10]([O:11][CH3:12])[C:3]=1[O:2][CH3:1])([C:21]#[N:22])[C:19]#[N:20])[CH:16]=[CH2:17]. The catalyst class is: 9.